Task: Predict which catalyst facilitates the given reaction.. Dataset: Catalyst prediction with 721,799 reactions and 888 catalyst types from USPTO (1) Reactant: [CH2:1]([C:3]1[C:8]([CH:9]=O)=[CH:7][CH:6]=[CH:5][C:4]=1[C:11]1[S:15][C:14]([C:16]2[CH:17]=[CH:18][C:19]([CH2:24][CH:25]([CH3:27])[CH3:26])=[C:20]([CH:23]=2)[C:21]#[N:22])=[N:13][CH:12]=1)[CH3:2].[NH:28]1[CH2:31][CH:30]([C:32]([OH:34])=[O:33])[CH2:29]1.C([BH3-])#N.[Na+].C=O. Product: [C:21]([C:20]1[CH:23]=[C:16]([C:14]2[S:15][C:11]([C:4]3[C:3]([CH2:1][CH3:2])=[C:8]([CH2:9][N:28]4[CH2:31][CH:30]([C:32]([OH:34])=[O:33])[CH2:29]4)[CH:7]=[CH:6][CH:5]=3)=[CH:12][N:13]=2)[CH:17]=[CH:18][C:19]=1[CH2:24][CH:25]([CH3:27])[CH3:26])#[N:22]. The catalyst class is: 212. (2) Reactant: C([O:3][C:4]([C:6]1[C:7]([CH:24]([CH3:26])[CH3:25])=[N:8][C:9]2[C:14]([C:15]=1[C:16]1[CH:21]=[CH:20][CH:19]=[CH:18][C:17]=1[F:22])=[CH:13][CH:12]=[C:11]([Cl:23])[CH:10]=2)=[O:5])C.[OH-].[Na+]. Product: [Cl:23][C:11]1[CH:10]=[C:9]2[C:14]([C:15]([C:16]3[CH:21]=[CH:20][CH:19]=[CH:18][C:17]=3[F:22])=[C:6]([C:4]([OH:5])=[O:3])[C:7]([CH:24]([CH3:25])[CH3:26])=[N:8]2)=[CH:13][CH:12]=1. The catalyst class is: 8. (3) Reactant: [F:1][C:2]1[CH:3]=[C:4]([C:26](=[O:28])[CH3:27])[CH:5]=[CH:6][C:7]=1[N:8]1[CH2:13][CH2:12][N:11]([C:14](=[O:25])[C:15]2[CH:20]=[C:19]([N+:21]([O-:23])=[O:22])[CH:18]=[CH:17][C:16]=2F)[CH2:10][CH2:9]1.[NH:29]1[CH2:34][CH2:33][O:32][CH2:31][CH2:30]1. Product: [N:29]1([C:16]2[CH:17]=[CH:18][C:19]([N+:21]([O-:23])=[O:22])=[CH:20][C:15]=2[C:14]([N:11]2[CH2:10][CH2:9][N:8]([C:7]3[CH:6]=[CH:5][C:4]([C:26](=[O:28])[CH3:27])=[CH:3][C:2]=3[F:1])[CH2:13][CH2:12]2)=[O:25])[CH2:34][CH2:33][O:32][CH2:31][CH2:30]1. The catalyst class is: 6. (4) Reactant: [CH:1]([C:3]1[CH:8]=[CH:7][C:6]([C:9]2[N:10]=[C:11]3[C:16]([C:17]#[N:18])=[CH:15][CH:14]=[CH:13][N:12]3[C:19]=2[C:20]2[CH:25]=[CH:24][CH:23]=[CH:22][CH:21]=2)=[CH:5][CH:4]=1)=O.C(N(CC)CC)C.[C:33]1([C:39]2[NH:43][N:42]=[C:41]([CH:44]3[CH2:49][CH2:48][NH:47][CH2:46][CH2:45]3)[N:40]=2)[CH:38]=[CH:37][CH:36]=[CH:35][CH:34]=1.C(O)(=O)C.[BH-](OC(C)=O)(OC(C)=O)OC(C)=O.[Na+]. Product: [C:20]1([C:19]2[N:12]3[CH:13]=[CH:14][CH:15]=[C:16]([C:17]#[N:18])[C:11]3=[N:10][C:9]=2[C:6]2[CH:5]=[CH:4][C:3]([CH2:1][N:47]3[CH2:46][CH2:45][CH:44]([C:41]4[NH:40][C:39]([C:33]5[CH:38]=[CH:37][CH:36]=[CH:35][CH:34]=5)=[N:43][N:42]=4)[CH2:49][CH2:48]3)=[CH:8][CH:7]=2)[CH:21]=[CH:22][CH:23]=[CH:24][CH:25]=1. The catalyst class is: 396. (5) Reactant: [C:1]([N:8]1[CH2:13][CH2:12][CH:11]([C@@H:14]([NH:18][S:19]([C:22]2[S:23][C:24]([C:27]3[CH:32]=[CH:31][C:30]([O:33][CH2:34][CH3:35])=[CH:29][CH:28]=3)=[CH:25][CH:26]=2)(=[O:21])=[O:20])[C:15]([OH:17])=[O:16])[CH2:10][CH2:9]1)([O:3][C:4]([CH3:7])([CH3:6])[CH3:5])=[O:2].C(=O)([O-])[O-].[Cs+].[Cs+].[CH2:42](Br)[C:43]1[CH:48]=[CH:47][CH:46]=[CH:45][CH:44]=1. Product: [CH2:42]([O:16][C:15](=[O:17])[C@H:14]([NH:18][S:19]([C:22]1[S:23][C:24]([C:27]2[CH:28]=[CH:29][C:30]([O:33][CH2:34][CH3:35])=[CH:31][CH:32]=2)=[CH:25][CH:26]=1)(=[O:21])=[O:20])[CH:11]1[CH2:12][CH2:13][N:8]([C:1]([O:3][C:4]([CH3:7])([CH3:6])[CH3:5])=[O:2])[CH2:9][CH2:10]1)[C:43]1[CH:48]=[CH:47][CH:46]=[CH:45][CH:44]=1. The catalyst class is: 18. (6) Reactant: [F:1][C:2]1[CH:7]=[C:6]([C:8]([F:11])([F:10])[F:9])[C:5]([C:12]2[CH:17]=[CH:16][N:15]=[CH:14][CH:13]=2)=[CH:4][CH:3]=1.ClC1C=CC=C(C(OO)=[O:26])C=1.S([O-])([O-])=O.[Na+].[Na+]. Product: [F:1][C:2]1[CH:7]=[C:6]([C:8]([F:9])([F:10])[F:11])[C:5]([C:12]2[CH:13]=[CH:14][N+:15]([O-:26])=[CH:16][CH:17]=2)=[CH:4][CH:3]=1. The catalyst class is: 22. (7) Reactant: [CH3:1][C@:2]12[C:11](=O)[O:10][C:8](=[O:9])[C@@:7]1([CH3:13])[C@H:6]1[O:14][C@@H:3]2[CH2:4][CH2:5]1.[NH2:15]C1SC2C=C(C(O)=O)C=CC=2N=1.C1(C)C=CC=CC=1. Product: [CH3:1][C@:2]12[C:11](=[O:10])[NH:15][C:8](=[O:9])[C@@:7]1([CH3:13])[C@H:6]1[O:14][C@@H:3]2[CH2:4][CH2:5]1. The catalyst class is: 66. (8) Reactant: [C:1](Cl)(=O)[C:2]([Cl:4])=[O:3].[CH:7]([C:10]1[N:11]=C(C(O)=O)[S:13][CH:14]=1)([CH3:9])[CH3:8]. The catalyst class is: 11. Product: [CH:7]([C:10]1[N:11]=[C:1]([C:2]([Cl:4])=[O:3])[S:13][CH:14]=1)([CH3:9])[CH3:8]. (9) Reactant: Br[C:2]1[CH:7]=[C:6]([O:8][CH2:9][CH3:10])[CH:5]=[CH:4][C:3]=1[O:11][C:12]([F:15])([F:14])[F:13].C([Li])CCC.C([O:24][B:25](OC(C)C)[O:26]C(C)C)(C)C. Product: [CH2:9]([O:8][C:6]1[CH:5]=[CH:4][C:3]([O:11][C:12]([F:15])([F:14])[F:13])=[C:2]([B:25]([OH:26])[OH:24])[CH:7]=1)[CH3:10]. The catalyst class is: 7. (10) Reactant: [O:1]=[C:2]1[CH2:7][CH2:6][C@H:5]2[C@H:8]3[C@H:17]([CH2:18][CH2:19][C@:3]12[CH3:4])[C:16]1[CH:15]=[CH:14][C:13]([C:20]#[N:21])=[CH:12][C:11]=1[CH2:10][CH2:9]3.C(C1C=CC=C(C(C)(C)C)N=1)(C)(C)C.[F:36][C:37]([F:50])([F:49])[S:38](O[S:38]([C:37]([F:50])([F:49])[F:36])(=[O:40])=[O:39])(=[O:40])=[O:39].C(=O)([O-])O.[Na+]. Product: [F:36][C:37]([F:50])([F:49])[S:38]([O:1][C:2]1[C@:3]2([CH2:19][CH2:18][C@H:17]3[C@@H:8]([CH2:9][CH2:10][C:11]4[CH:12]=[C:13]([C:20]#[N:21])[CH:14]=[CH:15][C:16]=43)[C@@H:5]2[CH2:6][CH:7]=1)[CH3:4])(=[O:40])=[O:39]. The catalyst class is: 4.